From a dataset of Catalyst prediction with 721,799 reactions and 888 catalyst types from USPTO. Predict which catalyst facilitates the given reaction. (1) Reactant: Cl.[NH2:2][C:3]1([C:6]2[NH:7][C:8]([C:14]3[CH:23]=[CH:22][CH:21]=[C:20]4[C:15]=3[N:16]=[C:17]([NH:25][C:26]([CH3:29])([CH3:28])[CH3:27])[C:18]([CH3:24])=[N:19]4)=[CH:9][C:10]=2[C:11]([OH:13])=O)[CH2:5][CH2:4]1.CCN(C(C)C)C(C)C.F[P-](F)(F)(F)(F)F.N1(O[P+](N2CCCC2)(N2CCCC2)N2CCCC2)C2C=CC=CC=2N=N1. Product: [C:26]([NH:25][C:17]1[C:18]([CH3:24])=[N:19][C:20]2[C:15]([N:16]=1)=[C:14]([C:8]1[NH:7][C:6]3[C:3]4([CH2:4][CH2:5]4)[NH:2][C:11](=[O:13])[C:10]=3[CH:9]=1)[CH:23]=[CH:22][CH:21]=2)([CH3:27])([CH3:28])[CH3:29]. The catalyst class is: 85. (2) Reactant: [C:1]([C:3]1([C:24]2[CH:29]=[CH:28][CH:27]=[CH:26][CH:25]=2)[CH2:8][CH2:7][N:6]([C:9]([NH:11][C:12]2[CH:23]=[CH:22][C:15]([CH2:16][C@@H:17]([C:19]([OH:21])=[O:20])[NH2:18])=[CH:14][CH:13]=2)=[O:10])[CH2:5][CH2:4]1)#[N:2].[Cl:30][C:31]1([Cl:38])[CH2:33][C:32]1([CH3:37])[C:34](O)=[O:35].F[P-](F)(F)(F)(F)F.N1(O[P+](N(C)C)(N(C)C)N(C)C)C2C=CC=CC=2N=N1.CCN(C(C)C)C(C)C. Product: [C:1]([C:3]1([C:24]2[CH:25]=[CH:26][CH:27]=[CH:28][CH:29]=2)[CH2:8][CH2:7][N:6]([C:9]([NH:11][C:12]2[CH:23]=[CH:22][C:15]([CH2:16][C@@H:17]([C:19]([OH:21])=[O:20])[NH:18][C:34]([C:32]3([CH3:37])[CH2:33][C:31]3([Cl:38])[Cl:30])=[O:35])=[CH:14][CH:13]=2)=[O:10])[CH2:5][CH2:4]1)#[N:2]. The catalyst class is: 60. (3) Reactant: F[P-](F)(F)(F)(F)F.Br[P+](N1CCCC1)(N1CCCC1)N1CCCC1.[F:25][C:26]1[CH:27]=[C:28]([CH2:33][C@@H:34]([CH2:38][NH:39][C:40]([O:42][CH2:43][C:44]2[CH:49]=[CH:48][CH:47]=[CH:46][CH:45]=2)=[O:41])[C:35]([OH:37])=O)[CH:29]=[CH:30][C:31]=1[F:32].NCC(CC1C=CC=CC=1)C([NH:55][C:56]1[S:57][C:58]([Cl:68])=[C:59]([C:61]2[N:65]([CH3:66])[N:64]=[CH:63][C:62]=2[Cl:67])[CH:60]=1)=O.C(N(CC)C(C)C)(C)C. Product: [Cl:68][C:58]1[S:57][C:56]([NH:55][C:35](=[O:37])[C@@H:34]([CH2:33][C:28]2[CH:29]=[CH:30][C:31]([F:32])=[C:26]([F:25])[CH:27]=2)[CH2:38][NH:39][C:40](=[O:41])[O:42][CH2:43][C:44]2[CH:49]=[CH:48][CH:47]=[CH:46][CH:45]=2)=[CH:60][C:59]=1[C:61]1[N:65]([CH3:66])[N:64]=[CH:63][C:62]=1[Cl:67]. The catalyst class is: 4. (4) Reactant: [OH:1][C:2]1[CH:11]=[CH:10][C:5]2[C:6](=[O:9])[CH2:7][O:8][C:4]=2[CH:3]=1.[N:12]1([C:19]([O:21][C:22]([CH3:25])([CH3:24])[CH3:23])=[O:20])[CH2:18][CH2:17][CH2:16][NH:15][CH2:14][CH2:13]1.[CH2:26]=O. Product: [OH:1][C:2]1[CH:11]=[CH:10][C:5]2[C:6](=[O:9])[CH2:7][O:8][C:4]=2[C:3]=1[CH2:26][N:15]1[CH2:16][CH2:17][CH2:18][N:12]([C:19]([O:21][C:22]([CH3:25])([CH3:24])[CH3:23])=[O:20])[CH2:13][CH2:14]1. The catalyst class is: 8. (5) The catalyst class is: 9. Reactant: [Br:1][C:2]1([CH:9]=[CH:8][CH:7]=[C:6]([F:10])[CH2:5]1)CBr.[Br:11][C:12]1[CH:17]=[CH:16][C:15]([F:18])=[CH:14][C:13]=1[OH:19].[C:20](=O)([O-])[O-].[K+].[K+].O. Product: [Br:11][C:12]1[CH:17]=[CH:16][C:15]([F:18])=[CH:14][C:13]=1[O:19][CH2:20][C:5]1[C:6]([F:10])=[CH:7][CH:8]=[CH:9][C:2]=1[Br:1]. (6) Reactant: [CH3:1][C:2]1([CH2:7][CH2:8][CH2:9][CH2:10][CH2:11][CH2:12][C:13]([C:15]2[N:16](COCC[Si](C)(C)C)[CH:17]=[C:18]([C:20]3[CH:29]=[CH:28][C:27]4[C:22](=[CH:23][CH:24]=[CH:25][CH:26]=4)[CH:21]=3)[N:19]=2)=[O:14])OCC[O:3]1. Product: [CH:21]1[C:22]2[C:27](=[CH:26][CH:25]=[CH:24][CH:23]=2)[CH:28]=[CH:29][C:20]=1[C:18]1[NH:19][C:15]([C:13](=[O:14])[CH2:12][CH2:11][CH2:10][CH2:9][CH2:8][CH2:7][C:2](=[O:3])[CH3:1])=[N:16][CH:17]=1. The catalyst class is: 137. (7) Reactant: [CH:1]1([CH2:7]Br)[CH2:6][CH2:5][CH2:4][CH2:3][CH2:2]1.C([Li])(C)(C)C.[F:14][C:15]1[CH:16]=[CH:17][C:18]([O:33][CH3:34])=[C:19]([C:21]([CH3:32])([CH3:31])[CH2:22][C:23](N2CCOCC2)=[O:24])[CH:20]=1. Product: [CH:1]1([CH2:7][C:23](=[O:24])[CH2:22][C:21]([C:19]2[CH:20]=[C:15]([F:14])[CH:16]=[CH:17][C:18]=2[O:33][CH3:34])([CH3:32])[CH3:31])[CH2:6][CH2:5][CH2:4][CH2:3][CH2:2]1. The catalyst class is: 1. (8) Reactant: [NH2:1][CH2:2][C:3]1[N:11]=[C:10]2[C:6]([N:7]=[CH:8][N:9]2[CH:12]2[CH2:17][CH2:16][CH2:15][CH2:14][O:13]2)=[C:5]([NH:18][CH2:19][CH:20]([C:27]2[CH:32]=[CH:31][CH:30]=[CH:29][CH:28]=2)[C:21]2[CH:26]=[CH:25][CH:24]=[CH:23][CH:22]=2)[N:4]=1.C(N(CC)CC)C.[CH3:40][CH:41]([CH3:47])[CH2:42][S:43](Cl)(=[O:45])=[O:44]. Product: [C:21]1([CH:20]([C:27]2[CH:32]=[CH:31][CH:30]=[CH:29][CH:28]=2)[CH2:19][NH:18][C:5]2[N:4]=[C:3]([CH2:2][NH:1][S:43]([CH2:42][CH:41]([CH3:47])[CH3:40])(=[O:45])=[O:44])[N:11]=[C:10]3[C:6]=2[N:7]=[CH:8][N:9]3[CH:12]2[CH2:17][CH2:16][CH2:15][CH2:14][O:13]2)[CH:22]=[CH:23][CH:24]=[CH:25][CH:26]=1. The catalyst class is: 4. (9) Reactant: Cl[C:2]1[N:7]=[CH:6][N:5]=[C:4]2[N:8]([CH:11]3[CH2:16][CH2:15][N:14]([C:17]([O:19][C:20]([CH3:23])([CH3:22])[CH3:21])=[O:18])[CH2:13][CH2:12]3)[N:9]=[CH:10][C:3]=12.[NH3:24]. Product: [NH2:24][C:2]1[N:7]=[CH:6][N:5]=[C:4]2[N:8]([CH:11]3[CH2:16][CH2:15][N:14]([C:17]([O:19][C:20]([CH3:23])([CH3:22])[CH3:21])=[O:18])[CH2:13][CH2:12]3)[N:9]=[CH:10][C:3]=12. The catalyst class is: 14. (10) Reactant: CCN(C(C)C)C(C)C.[OH:10][C:11]1[CH:19]=[CH:18][CH:17]=[CH:16][C:12]=1[C:13]([OH:15])=O.C1C=CC2N(O)N=NC=2C=1.CCN=C=NCCCN(C)C.Cl.[O:42]=[C:43]([N:60]1[CH2:65][CH2:64][NH:63][CH2:62][CH2:61]1)[CH2:44][NH:45][C:46]([C:48]1[CH:53]=[CH:52][C:51]([C:54]2[CH:59]=[CH:58][CH:57]=[CH:56][CH:55]=2)=[CH:50][CH:49]=1)=[O:47]. Product: [OH:10][C:11]1[CH:19]=[CH:18][CH:17]=[CH:16][C:12]=1[C:13]([N:63]1[CH2:62][CH2:61][N:60]([C:43](=[O:42])[CH2:44][NH:45][C:46]([C:48]2[CH:53]=[CH:52][C:51]([C:54]3[CH:59]=[CH:58][CH:57]=[CH:56][CH:55]=3)=[CH:50][CH:49]=2)=[O:47])[CH2:65][CH2:64]1)=[O:15]. The catalyst class is: 18.